This data is from Reaction yield outcomes from USPTO patents with 853,638 reactions. The task is: Predict the reaction yield, written as a fraction of the theoretical maximum amount of product (1.0 means a 100% yield; for example, 0.34 means a 34% yield). (1) The reactants are [N:1]1[CH2:2][CH:3]=[CH:4][CH:5]=[C:6]2[CH:11]=[CH:10][CH:9]=[CH:8][C:7]=12.C(N(CC)CC)C.C(N(CC)C(C)C)(C)C.CS(O[CH2:33][C:34]([F:37])([F:36])[F:35])(=O)=O. The catalyst is CC(C)=O. The product is [F:35][C:34]([F:37])([F:36])[CH2:33][N:1]1[C:7]2[CH:8]=[CH:9][CH:10]=[CH:11][C:6]=2[CH:5]=[CH:4][CH:3]=[CH:2]1. The yield is 0.690. (2) The reactants are [CH2:1]([O:3][C:4](=[O:17])[CH2:5][N:6]1[CH:14]=[N:13][C:12]2[C:7]1=[N:8][C:9](N)=[N:10][C:11]=2[I:15])[CH3:2].ClC(Cl)(O[C:22](=[O:28])OC(Cl)(Cl)Cl)Cl.C([N:33](CC)C(C)C)(C)C.[CH2:39]([OH:49])[C:40]1[CH:48]=[CH:47][C:46]2[O:45][CH2:44][O:43][C:42]=2[CH:41]=1. The catalyst is O1CCCC1.C(O)C.O. The product is [CH2:1]([O:3][C:4](=[O:17])[CH2:5][N:6]1[C:14]([NH2:33])=[N:13][C:12]2[C:7]1=[N:8][C:9]([C:22]([O:49][CH2:39][C:40]1[CH:48]=[CH:47][C:46]3[O:45][CH2:44][O:43][C:42]=3[CH:41]=1)=[O:28])=[N:10][C:11]=2[I:15])[CH3:2]. The yield is 0.460. (3) The reactants are [Cl:1][C:2]1[C:3]([CH2:29][CH2:30][CH3:31])=[C:4]([NH:10][C@H:11]([C@@H:26]([OH:28])[CH3:27])[C:12]([NH:14][NH:15][C:16](=[O:25])[C:17]2[CH:22]=[CH:21][C:20]([C:23]#[N:24])=[CH:19][CH:18]=2)=[O:13])[CH:5]=[CH:6][C:7]=1[C:8]#[N:9].C1COCC1.N1C=CN=C1.[C:42]([Si:46](Cl)([CH3:48])[CH3:47])([CH3:45])([CH3:44])[CH3:43]. The catalyst is CCOC(C)=O.CCCCCCC.O. The product is [Si:46]([O:28][C@@H:26]([CH3:27])[C@@H:11]([NH:10][C:4]1[CH:5]=[CH:6][C:7]([C:8]#[N:9])=[C:2]([Cl:1])[C:3]=1[CH2:29][CH2:30][CH3:31])[C:12]([NH:14][NH:15][C:16](=[O:25])[C:17]1[CH:18]=[CH:19][C:20]([C:23]#[N:24])=[CH:21][CH:22]=1)=[O:13])([C:42]([CH3:45])([CH3:44])[CH3:43])([CH3:48])[CH3:47]. The yield is 0.840. (4) The reactants are [CH2:1]([N:3]1[CH2:7][CH2:6][CH2:5][CH:4]1[CH2:8][O:9][C:10]1[CH:11]=[C:12]2[C:17](=[CH:18][CH:19]=1)[CH:16]=[C:15]([C:20]1[C:28]3[C:23](=[CH:24][CH:25]=[C:26](C#N)[CH:27]=3)[N:22](C3CCCCO3)[N:21]=1)[CH:14]=[CH:13]2)[CH3:2].[OH-].[K+].F[P-](F)(F)(F)(F)F.N1([O:55][C:56](N(C)C)=[N+](C)C)C2C=CC=CC=2N=N1.O.ON1C2C=CC=CC=2N=N1.C(N(CC)CC)C.[CH:81]([NH2:85])([CH2:83][CH3:84])[CH3:82]. The catalyst is C(O)C.O. The product is [CH:81]([NH:85][C:56]([C:26]1[CH:27]=[C:28]2[C:23](=[CH:24][CH:25]=1)[NH:22][N:21]=[C:20]2[C:15]1[CH:14]=[CH:13][C:12]2[C:17](=[CH:18][CH:19]=[C:10]([O:9][CH2:8][CH:4]3[CH2:5][CH2:6][CH2:7][N:3]3[CH2:1][CH3:2])[CH:11]=2)[CH:16]=1)=[O:55])([CH2:83][CH3:84])[CH3:82]. The yield is 0.650. (5) The reactants are [F:1][C:2]1[C:3]([C:28]2[N:33]=[CH:32][CH:31]=[CH:30][N:29]=2)=[C:4]([C:8]([N:10]2[C@@H:14]3[CH2:15][CH2:16][C@H:11]2[C@H:12]([NH:17][C:18]2[CH:23]=[N:22][C:21]([C:24]([F:27])([F:26])[F:25])=[CH:20][N:19]=2)[CH2:13]3)=[O:9])[CH:5]=[CH:6][CH:7]=1.[CH3:34]C(C)([O-])C.[Na+].IC. The catalyst is CN(C=O)C.CCOC(C)=O.O. The product is [F:1][C:2]1[C:3]([C:28]2[N:29]=[CH:30][CH:31]=[CH:32][N:33]=2)=[C:4]([C:8]([N:10]2[C@@H:14]3[CH2:15][CH2:16][C@H:11]2[C@H:12]([N:17]([CH3:34])[C:18]2[CH:23]=[N:22][C:21]([C:24]([F:25])([F:27])[F:26])=[CH:20][N:19]=2)[CH2:13]3)=[O:9])[CH:5]=[CH:6][CH:7]=1. The yield is 0.620.